Dataset: Reaction yield outcomes from USPTO patents with 853,638 reactions. Task: Predict the reaction yield, written as a fraction of the theoretical maximum amount of product (1.0 means a 100% yield; for example, 0.34 means a 34% yield). The reactants are [F:1][C:2]([F:13])([F:12])[C:3]([N:5]1[CH2:10][CH:9]2[CH2:11][CH:6]1[CH2:7][NH:8]2)=[O:4].[C:14]([O:18][C:19]([NH:21][C@H:22]([CH2:27][C:28]1[CH:33]=[C:32]([F:34])[C:31]([F:35])=[CH:30][C:29]=1[F:36])[CH2:23][C:24](O)=[O:25])=[O:20])([CH3:17])([CH3:16])[CH3:15].C(N(CC)CC)C.C(N=C=NCCCN(C)C)C. The catalyst is CN(C)C=O.O. The product is [O:25]=[C:24]([N:8]1[CH2:7][CH:6]2[CH2:11][CH:9]1[CH2:10][N:5]2[C:3](=[O:4])[C:2]([F:1])([F:12])[F:13])[CH2:23][C@H:22]([NH:21][C:19](=[O:20])[O:18][C:14]([CH3:16])([CH3:15])[CH3:17])[CH2:27][C:28]1[CH:33]=[C:32]([F:34])[C:31]([F:35])=[CH:30][C:29]=1[F:36]. The yield is 0.355.